This data is from Full USPTO retrosynthesis dataset with 1.9M reactions from patents (1976-2016). The task is: Predict the reactants needed to synthesize the given product. (1) Given the product [CH2:39]([OH:40])[C@H:37]1[O:38][CH:33]([O:32][P:29]([OH:31])([OH:30])=[O:28])[C@H:34]([OH:43])[C@@H:35]([OH:42])[C@@H:36]1[OH:41], predict the reactants needed to synthesize it. The reactants are: [O-]P(OP([O-])([O-])=O)(=O)[O-].C1C(=O)NC(=O)N([C@@H]2O[C@H](COP([O:28][P:29]([O:32][C@H:33]3[O:38][C@H:37]([CH2:39][OH:40])[C@@H:36]([OH:41])[C@H:35]([OH:42])[C@H:34]3[OH:43])([OH:31])=[O:30])(O)=O)[C@@H](O)[C@H]2O)C=1.P(OC[C@H]1O[C@@H](N2C3N=CN=C(N)C=3N=C2)[C@H](O)[C@@H]1O)(OP(OP(O)(O)=O)(O)=O)(=O)O. (2) Given the product [CH2:1]([O:8][C@@H:9]1[C@@H:14]([O:15][CH2:16][C:17]2[CH:18]=[CH:19][CH:20]=[CH:21][CH:22]=2)[C@H:13]([O:23][CH2:24][C:25]2[CH:30]=[CH:29][CH:28]=[CH:27][CH:26]=2)[C@@H:12]([CH2:31][O:32][CH2:33][C:34]2[CH:39]=[CH:38][CH:37]=[CH:36][CH:35]=2)[O:11][C@:10]21[C:47]1[C:42](=[CH:43][C:44]([Cl:57])=[C:45]([CH2:48][C:49]3[CH:50]=[CH:51][C:52]([CH2:55][CH3:56])=[CH:53][CH:54]=3)[CH:46]=1)[C:41](=[O:58])[CH2:40]2)[C:2]1[CH:7]=[CH:6][CH:5]=[CH:4][CH:3]=1, predict the reactants needed to synthesize it. The reactants are: [CH2:1]([O:8][C@@H:9]1[C@@H:14]([O:15][CH2:16][C:17]2[CH:22]=[CH:21][CH:20]=[CH:19][CH:18]=2)[C@H:13]([O:23][CH2:24][C:25]2[CH:30]=[CH:29][CH:28]=[CH:27][CH:26]=2)[C@@H:12]([CH2:31][O:32][CH2:33][C:34]2[CH:39]=[CH:38][CH:37]=[CH:36][CH:35]=2)[O:11][C@:10]21[C:47]1[C:42](=[CH:43][C:44]([Cl:57])=[C:45]([CH2:48][C:49]3[CH:54]=[CH:53][C:52]([CH2:55][CH3:56])=[CH:51][CH:50]=3)[CH:46]=1)[CH:41]([OH:58])[CH2:40]2)[C:2]1[CH:7]=[CH:6][CH:5]=[CH:4][CH:3]=1.CC(OI1(OC(C)=O)(OC(C)=O)OC(=O)C2C=CC=CC1=2)=O. (3) Given the product [ClH:1].[F:20][C:21]1[CH:22]=[C:23]([NH:24][C:2]2[C:3]3[N:4]([C:16]([CH3:19])=[CH:17][CH:18]=3)[C:5]([C:8]([N:10]3[CH2:15][CH2:14][O:13][CH2:12][CH2:11]3)=[O:9])=[CH:6][N:7]=2)[CH:25]=[CH:26][C:27]=1[F:28], predict the reactants needed to synthesize it. The reactants are: [Cl:1][C:2]1[C:3]2[N:4]([C:16]([CH3:19])=[CH:17][CH:18]=2)[C:5]([C:8]([N:10]2[CH2:15][CH2:14][O:13][CH2:12][CH2:11]2)=[O:9])=[CH:6][N:7]=1.[F:20][C:21]1[CH:22]=[C:23]([CH:25]=[CH:26][C:27]=1[F:28])[NH2:24]. (4) Given the product [F:1][C:2]([F:13])([F:14])[O:3][C:4]1[CH:5]=[CH:6][C:7]([CH2:10][CH2:11][NH2:12])=[CH:8][CH:9]=1, predict the reactants needed to synthesize it. The reactants are: [F:1][C:2]([F:14])([F:13])[O:3][C:4]1[CH:9]=[CH:8][C:7]([CH2:10][C:11]#[N:12])=[CH:6][CH:5]=1.[H][H]. (5) Given the product [NH2:19][C:20]1[N:25]=[C:24]([C:26]([NH:18][CH:16]([C:6]2[CH:7]=[N:8][C:9]([O:10][CH2:11][C:12]([F:13])([F:14])[F:15])=[C:4]([O:3][CH3:2])[CH:5]=2)[CH3:17])=[O:27])[CH:23]=[CH:22][N:21]=1, predict the reactants needed to synthesize it. The reactants are: Cl.[CH3:2][O:3][C:4]1[CH:5]=[C:6]([CH:16]([NH2:18])[CH3:17])[CH:7]=[N:8][C:9]=1[O:10][CH2:11][C:12]([F:15])([F:14])[F:13].[NH2:19][C:20]1[N:25]=[C:24]([C:26](O)=[O:27])[CH:23]=[CH:22][N:21]=1. (6) Given the product [Cl:20][C:8]1[CH:7]=[C:6]([NH:5][CH2:4][C:3]2[CH:21]=[CH:22][C:23]([C:25]([F:28])([F:27])[F:26])=[CH:24][C:2]=2[C:36]2[CH:37]=[CH:38][C:33]([C:31]([O:30][CH3:29])=[O:32])=[CH:34][CH:35]=2)[CH:11]=[CH:10][C:9]=1[C:12]1[CH:17]=[CH:16][C:15]([Cl:18])=[CH:14][C:13]=1[CH3:19], predict the reactants needed to synthesize it. The reactants are: Br[C:2]1[CH:24]=[C:23]([C:25]([F:28])([F:27])[F:26])[CH:22]=[CH:21][C:3]=1[CH2:4][NH:5][C:6]1[CH:11]=[CH:10][C:9]([C:12]2[CH:17]=[CH:16][C:15]([Cl:18])=[CH:14][C:13]=2[CH3:19])=[C:8]([Cl:20])[CH:7]=1.[CH3:29][O:30][C:31]([C:33]1[CH:38]=[CH:37][C:36](B(O)O)=[CH:35][CH:34]=1)=[O:32].C([O-])([O-])=O.[K+].[K+].O. (7) Given the product [C:6]([C:5]1[CH:9]=[CH:10][C:2]([NH:1][C:15]2[C:16]3[C:23]([CH3:24])=[C:22]([C:25]([O:27][CH3:28])=[O:26])[S:21][C:17]=3[N:18]=[CH:19][N:20]=2)=[C:3]([O:11][CH2:12][CH3:13])[CH:4]=1)(=[O:7])[NH2:8], predict the reactants needed to synthesize it. The reactants are: [NH2:1][C:2]1[CH:10]=[CH:9][C:5]([C:6]([NH2:8])=[O:7])=[CH:4][C:3]=1[O:11][CH2:12][CH3:13].Cl[C:15]1[C:16]2[C:23]([CH3:24])=[C:22]([C:25]([O:27][CH3:28])=[O:26])[S:21][C:17]=2[N:18]=[CH:19][N:20]=1.C1(C)C=CC(S(O)(=O)=O)=CC=1.[OH-].[NH4+].O. (8) Given the product [F:28][C:29]([F:31])([F:30])[S:6][CH2:9][CH2:10][CH2:11][CH2:12][CH2:13][O:14][C:15]1[CH:20]=[CH:19][C:18]([CH3:21])=[C:17]([S:22][CH2:23][C:24]([F:27])([F:25])[F:26])[CH:16]=1, predict the reactants needed to synthesize it. The reactants are: O1CCCC1.[S:6]([CH2:9][CH2:10][CH2:11][CH2:12][CH2:13][O:14][C:15]1[CH:20]=[CH:19][C:18]([CH3:21])=[C:17]([S:22][CH2:23][C:24]([F:27])([F:26])[F:25])[CH:16]=1)C#N.[F:28][C:29]([Si](C)(C)C)([F:31])[F:30].[F-].C([N+](CCCC)(CCCC)CCCC)CCC.O1CCCC1. (9) Given the product [CH3:19][C:17]1[N:18]=[C:14]([C:5]2[CH:6]=[CH:7][C:8]([O:9][CH2:10][CH:11]([CH3:13])[CH3:12])=[C:3]([C:1]#[N:2])[CH:4]=2)[S:15][C:16]=1[C:20]([OH:22])=[O:21], predict the reactants needed to synthesize it. The reactants are: [C:1]([C:3]1[CH:4]=[C:5]([C:14]2[S:15][C:16]([C:20]([O:22]CC)=[O:21])=[C:17]([CH3:19])[N:18]=2)[CH:6]=[CH:7][C:8]=1[O:9][CH2:10][CH:11]([CH3:13])[CH3:12])#[N:2].CC(C)=O.[OH-].[Na+].Cl.